This data is from Peptide-MHC class I binding affinity with 185,985 pairs from IEDB/IMGT. The task is: Regression. Given a peptide amino acid sequence and an MHC pseudo amino acid sequence, predict their binding affinity value. This is MHC class I binding data. (1) The MHC is HLA-B18:01 with pseudo-sequence HLA-B18:01. The peptide sequence is LEDDSQVDLA. The binding affinity (normalized) is 0. (2) The peptide sequence is DEMVCKWLL. The MHC is HLA-A80:01 with pseudo-sequence HLA-A80:01. The binding affinity (normalized) is 0.0847. (3) The peptide sequence is MLGEETIKV. The MHC is HLA-A02:11 with pseudo-sequence HLA-A02:11. The binding affinity (normalized) is 0.787. (4) The peptide sequence is DVAASSLLY. The MHC is HLA-A68:02 with pseudo-sequence HLA-A68:02. The binding affinity (normalized) is 0.138. (5) The MHC is HLA-A02:06 with pseudo-sequence HLA-A02:06. The binding affinity (normalized) is 0.733. The peptide sequence is ETAWPFFYA. (6) The peptide sequence is EEKAFSPEV. The MHC is HLA-B44:02 with pseudo-sequence HLA-B44:02. The binding affinity (normalized) is 0.575. (7) The peptide sequence is TVSALVYDNK. The MHC is HLA-A03:01 with pseudo-sequence HLA-A03:01. The binding affinity (normalized) is 0.428.